This data is from Catalyst prediction with 721,799 reactions and 888 catalyst types from USPTO. The task is: Predict which catalyst facilitates the given reaction. (1) Reactant: O[CH2:2][C:3]1[C:11]2[S:10][C:9]([NH:12][C:13]3[C:18]([CH3:19])=[CH:17][C:16]([CH3:20])=[CH:15][C:14]=3[CH3:21])=[N:8][C:7]=2[CH:6]=[CH:5][CH:4]=1.N1C=CC=CC=1.P(Br)(Br)[Br:29]. Product: [Br:29][CH2:2][C:3]1[C:11]2[S:10][C:9]([NH:12][C:13]3[C:18]([CH3:19])=[CH:17][C:16]([CH3:20])=[CH:15][C:14]=3[CH3:21])=[N:8][C:7]=2[CH:6]=[CH:5][CH:4]=1. The catalyst class is: 4. (2) Reactant: [CH:1]([C:3]1[CH:8]=[CH:7][C:6]([NH:9][N:10]2[C:18](=[O:19])[C:17]3[C:12](=[CH:13][CH:14]=[CH:15][CH:16]=3)[C:11]2=[O:20])=[CH:5][CH:4]=1)=[CH2:2].N1C=CC=CC=1C1C=CC=CN=1.Br[CH:34]([C:39]1[CH:40]=[C:41]([Cl:47])[C:42]([Cl:46])=[C:43]([Cl:45])[CH:44]=1)[C:35]([F:38])([F:37])[F:36]. Product: [F:38][C:35]([F:36])([F:37])[CH:34]([C:39]1[CH:40]=[C:41]([Cl:47])[C:42]([Cl:46])=[C:43]([Cl:45])[CH:44]=1)/[CH:2]=[CH:1]/[C:3]1[CH:4]=[CH:5][C:6]([NH:9][N:10]2[C:18](=[O:19])[C:17]3[C:12](=[CH:13][CH:14]=[CH:15][CH:16]=3)[C:11]2=[O:20])=[CH:7][CH:8]=1. The catalyst class is: 482. (3) Reactant: [ClH:1].C(OC(=O)[NH:8][CH:9]1[CH2:12][N:11]([C:13]([C:15]2[N:16]=[C:17]3[C:22]([C:23]([F:26])([F:25])[F:24])=[CH:21][C:20]([C:27]4[CH:31]=[C:30]([Br:32])[O:29][CH:28]=4)=[CH:19][N:18]3[CH:33]=2)=[O:14])[CH2:10]1)(C)(C)C. Product: [ClH:1].[NH2:8][CH:9]1[CH2:10][N:11]([C:13]([C:15]2[N:16]=[C:17]3[C:22]([C:23]([F:26])([F:25])[F:24])=[CH:21][C:20]([C:27]4[CH:31]=[C:30]([Br:32])[O:29][CH:28]=4)=[CH:19][N:18]3[CH:33]=2)=[O:14])[CH2:12]1. The catalyst class is: 12. (4) Reactant: [C:9](O[C:9]([O:11][C:12]([CH3:15])([CH3:14])[CH3:13])=[O:10])([O:11][C:12]([CH3:15])([CH3:14])[CH3:13])=[O:10].[NH:16]1[CH2:20][CH:19]=[CH:18][CH2:17]1.ClC1C=C(C=CC=1)C(OO)=[O:26].[O-]S([O-])=O.[Na+].[Na+]. Product: [CH:18]12[O:26][CH:19]1[CH2:20][N:16]([C:9]([O:11][C:12]([CH3:13])([CH3:14])[CH3:15])=[O:10])[CH2:17]2. The catalyst class is: 191. (5) Reactant: [Cl-].C[Al+]C.[CH2:5]([NH:7][CH2:8][CH3:9])[CH3:6].[NH2:10][C:11]1[N:16]=[C:15]([CH2:17][C:18]([O:20]CC)=O)[CH:14]=[CH:13][CH:12]=1.C(C(C(C([O-])=O)O)O)([O-])=O.[Na+].[K+].[Cl-].[Na+]. Product: [NH2:10][C:11]1[N:16]=[C:15]([CH2:17][C:18]([N:7]([CH2:8][CH3:9])[CH2:5][CH3:6])=[O:20])[CH:14]=[CH:13][CH:12]=1. The catalyst class is: 4. (6) Reactant: C([O-])(=O)C.[K+].Br[C:7]1[CH:15]=[CH:14][CH:13]=[C:12]2[C:8]=1[CH2:9][CH2:10][C:11]2=[O:16].[B:17]1([B:17]2[O:21][C:20]([CH3:23])([CH3:22])[C:19]([CH3:25])([CH3:24])[O:18]2)[O:21][C:20]([CH3:23])([CH3:22])[C:19]([CH3:25])([CH3:24])[O:18]1. Product: [CH3:24][C:19]1([CH3:25])[C:20]([CH3:23])([CH3:22])[O:21][B:17]([C:7]2[CH:15]=[CH:14][CH:13]=[C:12]3[C:8]=2[CH2:9][CH2:10][C:11]3=[O:16])[O:18]1. The catalyst class is: 75. (7) Reactant: [Cl:1][C:2]1[N:7]=[C:6](Cl)[C:5]([N+:9]([O-:11])=[O:10])=[CH:4][N:3]=1.[NH2:12][C:13]1[CH:28]=[CH:27][C:16]([O:17][CH:18]([CH3:26])[CH2:19][CH2:20][C:21]([O:23][CH2:24][CH3:25])=[O:22])=[CH:15][CH:14]=1. Product: [Cl:1][C:2]1[N:7]=[C:6]([NH:12][C:13]2[CH:14]=[CH:15][C:16]([O:17][CH:18]([CH3:26])[CH2:19][CH2:20][C:21]([O:23][CH2:24][CH3:25])=[O:22])=[CH:27][CH:28]=2)[C:5]([N+:9]([O-:11])=[O:10])=[CH:4][N:3]=1. The catalyst class is: 1.